Dataset: Forward reaction prediction with 1.9M reactions from USPTO patents (1976-2016). Task: Predict the product of the given reaction. (1) Given the reactants [N:1]([CH2:4][CH2:5][CH2:6][CH2:7][C@H:8]1[O:37][C@H:36]([CH2:38][O:39]CC2C=CC=CC=2)[C@@H:27]([O:28]CC2C=CC=CC=2)[C@H:18]([O:19]CC2C=CC=CC=2)[C@H:9]1[O:10]CC1C=CC=CC=1)=[N+]=[N-], predict the reaction product. The product is: [C@H:8]1([CH2:7][CH2:6][CH2:5][CH2:4][NH2:1])[O:37][C@H:36]([CH2:38][OH:39])[C@@H:27]([OH:28])[C@H:18]([OH:19])[C@H:9]1[OH:10]. (2) Given the reactants [NH2:1][C:2]1([C:11](OCC)=[O:12])[C:10]2[C:5](=[CH:6][CH:7]=[CH:8][CH:9]=2)[CH2:4][CH2:3]1.[BH4-].[Na+], predict the reaction product. The product is: [NH2:1][C:2]1([CH2:11][OH:12])[C:10]2[C:5](=[CH:6][CH:7]=[CH:8][CH:9]=2)[CH2:4][CH2:3]1. (3) Given the reactants Br[C:2]1[CH:3]=[C:4]([CH2:9][N:10]([CH3:12])[CH3:11])[CH:5]=[CH:6][C:7]=1[Cl:8].C(=O)([O-])[O-].[Cs+].[Cs+].CC1(C)C(C)(C)OB(/[CH:27]=[CH:28]/[C:29]([O:31][CH2:32][CH3:33])=[O:30])O1, predict the reaction product. The product is: [Cl:8][C:7]1[CH:6]=[CH:5][C:4]([CH2:9][N:10]([CH3:12])[CH3:11])=[CH:3][C:2]=1/[CH:27]=[CH:28]/[C:29]([O:31][CH2:32][CH3:33])=[O:30]. (4) Given the reactants [CH3:1][O:2][C:3]1[CH:12]=[C:11]2[C:6]([CH2:7][CH:8]([CH3:13])[N:9]=[CH:10]2)=[CH:5][CH:4]=1.C(O[CH:17]=[C:18]([C:24](=[O:26])[CH3:25])[C:19]([O:21][CH2:22][CH3:23])=[O:20])C, predict the reaction product. The product is: [CH3:1][O:2][C:3]1[CH:4]=[CH:5][C:6]2[CH2:7][CH:8]([CH3:13])[N:9]3[CH:10]([CH2:25][C:24](=[O:26])[C:18]([C:19]([O:21][CH2:22][CH3:23])=[O:20])=[CH:17]3)[C:11]=2[CH:12]=1. (5) The product is: [N+:8]([C:11]1[CH:16]=[CH:15][C:14]([C:17]2[S:18][CH:19]=[CH:20][CH:21]=2)=[CH:13][C:12]=1[NH:22][C:23](=[O:24])[NH2:25])([O-:10])=[O:9]. Given the reactants C(OC(=O)C)(=O)C.[N+:8]([C:11]1[CH:16]=[CH:15][C:14]([C:17]2[S:18][CH:19]=[CH:20][CH:21]=2)=[CH:13][C:12]=1[NH:22][C:23]([NH:25]CC1CCNCC1)=[O:24])([O-:10])=[O:9].C(N(CC)CC)C, predict the reaction product. (6) Given the reactants [Cl:1][C:2]1[CH:7]=[CH:6][C:5]([CH:8]([C:35]2[CH:40]=[CH:39][C:38]([Cl:41])=[CH:37][CH:36]=2)[C:9]2[CH:10]=[C:11]3[C:16](=[CH:17][CH:18]=2)[N:15]=[C:14]([O:19][CH2:20][CH2:21][OH:22])[N:13]=[C:12]3[NH:23][CH2:24][C:25]2[CH:30]=[CH:29][CH:28]=[C:27]([C:31]([F:34])([F:33])[F:32])[CH:26]=2)=[CH:4][CH:3]=1.C1C=C[NH+]=CC=1.C1C=C[NH+]=CC=1.[O-:54][Cr](O[Cr]([O-])(=O)=O)(=O)=O, predict the reaction product. The product is: [Cl:41][C:38]1[CH:37]=[CH:36][C:35]([CH:8]([C:5]2[CH:6]=[CH:7][C:2]([Cl:1])=[CH:3][CH:4]=2)[C:9]2[CH:10]=[C:11]3[C:16](=[CH:17][CH:18]=2)[N:15]=[C:14]([O:19][CH2:20][C:21]([OH:54])=[O:22])[N:13]=[C:12]3[NH:23][CH2:24][C:25]2[CH:30]=[CH:29][CH:28]=[C:27]([C:31]([F:34])([F:33])[F:32])[CH:26]=2)=[CH:40][CH:39]=1. (7) Given the reactants [Cl-].[Ce+3].[Cl-].[Cl-].[BH4-:5].[Na+].[CH3:7][C:8]1[CH:13]=[CH:12][CH:11]=[CH:10][C:9]=1[PH:14](=O)[C:15]1[CH:20]=[CH:19][CH:18]=[CH:17][C:16]=1[CH3:21].[H-].[Al+3].[Li+].[H-].[H-].[H-].Cl, predict the reaction product. The product is: [CH3:21][C:16]1[CH:17]=[CH:18][CH:19]=[CH:20][C:15]=1[PH:14][C:9]1[CH:10]=[CH:11][CH:12]=[CH:13][C:8]=1[CH3:7].[BH3:5]. (8) Given the reactants [CH3:1][CH:2]([CH2:21][CH3:22])[CH2:3][O:4][C:5]1[N:13]=[C:12]2[C:8]([N:9]=[CH:10][N:11]2[CH:14]2[CH2:19][CH2:18][CH2:17][CH2:16][O:15]2)=[C:7]([NH2:20])[N:6]=1.C1C(=O)N([Br:30])C(=O)C1.C(Cl)Cl, predict the reaction product. The product is: [Br:30][C:10]1[N:11]([CH:14]2[CH2:19][CH2:18][CH2:17][CH2:16][O:15]2)[C:12]2[C:8]([N:9]=1)=[C:7]([NH2:20])[N:6]=[C:5]([O:4][CH2:3][CH:2]([CH3:1])[CH2:21][CH3:22])[N:13]=2. (9) Given the reactants Cl.[CH3:2][C:3]1[C:8]([C:9]([OH:11])=O)=[CH:7][N:6]=[CH:5][CH:4]=1.C(Cl)(=O)C(Cl)=O.[CH2:18]([O:20][C:21]1[CH:26]=[CH:25][C:24]([NH:27][CH:28]2[CH2:33][CH2:32][N:31]([C@H:34]([CH3:38])[CH2:35][C:36]#[N:37])[CH2:30][CH2:29]2)=[CH:23][CH:22]=1)[CH3:19].CCN(CC)CC, predict the reaction product. The product is: [C:36]([CH2:35][C@H:34]([N:31]1[CH2:30][CH2:29][CH:28]([N:27]([C:24]2[CH:25]=[CH:26][C:21]([O:20][CH2:18][CH3:19])=[CH:22][CH:23]=2)[C:9](=[O:11])[C:8]2[C:3]([CH3:2])=[CH:4][CH:5]=[N:6][CH:7]=2)[CH2:33][CH2:32]1)[CH3:38])#[N:37].